From a dataset of Forward reaction prediction with 1.9M reactions from USPTO patents (1976-2016). Predict the product of the given reaction. (1) The product is: [Cl:1][C:2]1[C:3]([CH3:21])=[CH:4][C:5]2[S:10][CH:9]([C:11]([F:13])([F:12])[F:14])[C:8]([C:15]([OH:17])=[O:16])=[CH:7][C:6]=2[CH:20]=1. Given the reactants [Cl:1][C:2]1[C:3]([CH3:21])=[CH:4][C:5]2[S:10][CH:9]([C:11]([F:14])([F:13])[F:12])[C:8]([C:15]([O:17]CC)=[O:16])=[CH:7][C:6]=2[CH:20]=1.[OH-].[Na+], predict the reaction product. (2) Given the reactants C[O:2][C:3]([C:5]1[S:6][C:7]([CH2:10][O:11][N:12]=[CH:13][C:14]2[CH:23]=[CH:22][C:17]3[O:18][CH2:19][CH2:20][O:21][C:16]=3[CH:15]=2)=[CH:8][CH:9]=1)=[O:4].[Li+].[OH-].O, predict the reaction product. The product is: [O:18]1[C:17]2[CH:22]=[CH:23][C:14]([CH:13]=[N:12][O:11][CH2:10][C:7]3[S:6][C:5]([C:3]([OH:4])=[O:2])=[CH:9][CH:8]=3)=[CH:15][C:16]=2[O:21][CH2:20][CH2:19]1. (3) Given the reactants [F:1][C:2]([F:13])([F:12])[C:3]1[N:7]=[CH:6][N:5]([CH2:8][C:9]([OH:11])=O)[N:4]=1.[F:14][C:15]1[CH:20]=[CH:19][C:18]([N:21]2[C:29]3[CH2:28][CH2:27][CH2:26][NH:25][C:24]=3[CH:23]=[N:22]2)=[CH:17][CH:16]=1, predict the reaction product. The product is: [F:14][C:15]1[CH:16]=[CH:17][C:18]([N:21]2[C:29]3[CH2:28][CH2:27][CH2:26][N:25]([C:9](=[O:11])[CH2:8][N:5]4[CH:6]=[N:7][C:3]([C:2]([F:1])([F:13])[F:12])=[N:4]4)[C:24]=3[CH:23]=[N:22]2)=[CH:19][CH:20]=1. (4) Given the reactants [C:1]1([C:7]2[S:8][C:9]([NH2:17])=[C:10]([C:12]([O:14][CH2:15][CH3:16])=[O:13])[N:11]=2)[CH:6]=[CH:5][CH:4]=[CH:3][CH:2]=1.ClS([N:22]=[C:23]=[O:24])(=O)=O.C([O-])(O)=O.[Na+], predict the reaction product. The product is: [C:1]1([C:7]2[S:8][C:9]([NH:17][C:23]([NH2:22])=[O:24])=[C:10]([C:12]([O:14][CH2:15][CH3:16])=[O:13])[N:11]=2)[CH:2]=[CH:3][CH:4]=[CH:5][CH:6]=1.